From a dataset of Forward reaction prediction with 1.9M reactions from USPTO patents (1976-2016). Predict the product of the given reaction. Given the reactants [Si:1]([O:18][CH2:19][C@@H:20]([N:24]1[C@H:29]([C:30]2[CH:35]=[CH:34][C:33]([Cl:36])=[CH:32][CH:31]=2)[C@@H:28]([C:37]2[CH:42]=[CH:41][CH:40]=[C:39]([Cl:43])[CH:38]=2)[CH2:27][C@@:26]([CH2:45][C:46]([OH:48])=[O:47])([CH3:44])[C:25]1=[O:49])[CH:21]1[CH2:23][CH2:22]1)([C:14]([CH3:17])([CH3:16])[CH3:15])([C:8]1[CH:13]=[CH:12][CH:11]=[CH:10][CH:9]=1)[C:2]1[CH:7]=[CH:6][CH:5]=[CH:4][CH:3]=1.[CH3:50][Si](C=[N+]=[N-])(C)C, predict the reaction product. The product is: [Si:1]([O:18][CH2:19][C@@H:20]([N:24]1[C@H:29]([C:30]2[CH:31]=[CH:32][C:33]([Cl:36])=[CH:34][CH:35]=2)[C@@H:28]([C:37]2[CH:42]=[CH:41][CH:40]=[C:39]([Cl:43])[CH:38]=2)[CH2:27][C@@:26]([CH2:45][C:46]([O:48][CH3:50])=[O:47])([CH3:44])[C:25]1=[O:49])[CH:21]1[CH2:22][CH2:23]1)([C:14]([CH3:17])([CH3:16])[CH3:15])([C:8]1[CH:13]=[CH:12][CH:11]=[CH:10][CH:9]=1)[C:2]1[CH:3]=[CH:4][CH:5]=[CH:6][CH:7]=1.